From a dataset of Forward reaction prediction with 1.9M reactions from USPTO patents (1976-2016). Predict the product of the given reaction. (1) The product is: [F:1][C:2]1[CH:15]=[C:14]([C:16]2[CH:17]=[N:18][N:19]([CH3:21])[CH:20]=2)[CH:13]=[CH:12][C:3]=1[CH:4]([NH:5][S:6]([C:8]([CH3:11])([CH3:10])[CH3:9])=[O:7])[CH3:22]. Given the reactants [F:1][C:2]1[CH:15]=[C:14]([C:16]2[CH:17]=[N:18][N:19]([CH3:21])[CH:20]=2)[CH:13]=[CH:12][C:3]=1[CH:4]=[N:5][S:6]([C:8]([CH3:11])([CH3:10])[CH3:9])=[O:7].[CH2:22](Cl)Cl.C[Mg]Br.C1COCC1, predict the reaction product. (2) The product is: [Cl:19][C:20]1[CH:25]=[CH:24][C:23]([O:26][C:27]2[CH:28]=[CH:29][C:30]([CH2:33][CH2:34][NH:14][C:11]3[NH:12][CH:13]=[C:8]([CH2:7][C:5]4[CH:4]=[N:3][N:2]([CH3:1])[CH:6]=4)[C:9](=[O:18])[N:10]=3)=[CH:31][CH:32]=2)=[CH:22][C:21]=1[C:36]([F:37])([F:38])[F:39]. Given the reactants [CH3:1][N:2]1[CH:6]=[C:5]([CH2:7][C:8]2[C:9](=[O:18])[N:10]=[C:11]([NH:14][N+]([O-])=O)[NH:12][CH:13]=2)[CH:4]=[N:3]1.[Cl:19][C:20]1[CH:25]=[CH:24][C:23]([O:26][C:27]2[CH:32]=[CH:31][C:30]([CH2:33][CH2:34]N)=[CH:29][CH:28]=2)=[CH:22][C:21]=1[C:36]([F:39])([F:38])[F:37].[Cl:19][C:20]1[CH:25]=[CH:24][C:23]([O:26][C:27]2[CH:28]=[CH:29][C:30]([CH2:33][CH2:34]N)=[CH:31][CH:32]=2)=[CH:22][C:21]=1[C:36]([F:37])([F:38])[F:39], predict the reaction product.